This data is from Full USPTO retrosynthesis dataset with 1.9M reactions from patents (1976-2016). The task is: Predict the reactants needed to synthesize the given product. Given the product [CH3:22][O:23][C:24](=[O:35])[C:25]([C:28]1[CH:33]=[CH:32][C:31]([C:20]#[C:19][C:9]2[CH:8]=[C:7]([O:45][CH3:43])[C:6]3[CH:5]([N:4]([CH:1]4[CH2:2][CH2:3]4)[CH3:21])[CH2:14][CH2:13][C:12]([CH3:16])([CH3:15])[C:11]=3[CH:10]=2)=[CH:30][CH:29]=1)([CH3:27])[CH3:26], predict the reactants needed to synthesize it. The reactants are: [CH:1]1([N:4]([CH3:21])[CH:5]2[CH2:14][CH2:13][C:12]([CH3:16])([CH3:15])[C:11]3[C:10](OC)=[C:9]([C:19]#[CH:20])[CH:8]=[CH:7][C:6]2=3)[CH2:3][CH2:2]1.[CH3:22][O:23][C:24](=[O:35])[C:25]([C:28]1[CH:33]=[CH:32][C:31](I)=[CH:30][CH:29]=1)([CH3:27])[CH3:26].C(N(CC)CC)C.[C:43](OCC)(=[O:45])C.